This data is from NCI-60 drug combinations with 297,098 pairs across 59 cell lines. The task is: Regression. Given two drug SMILES strings and cell line genomic features, predict the synergy score measuring deviation from expected non-interaction effect. (1) Drug 1: CCC1=CC2CC(C3=C(CN(C2)C1)C4=CC=CC=C4N3)(C5=C(C=C6C(=C5)C78CCN9C7C(C=CC9)(C(C(C8N6C)(C(=O)OC)O)OC(=O)C)CC)OC)C(=O)OC.C(C(C(=O)O)O)(C(=O)O)O. Drug 2: C1=NC2=C(N=C(N=C2N1C3C(C(C(O3)CO)O)F)Cl)N. Cell line: COLO 205. Synergy scores: CSS=48.2, Synergy_ZIP=-6.64, Synergy_Bliss=-10.4, Synergy_Loewe=-16.1, Synergy_HSA=-8.91. (2) Drug 1: CC1=C(C(=CC=C1)Cl)NC(=O)C2=CN=C(S2)NC3=CC(=NC(=N3)C)N4CCN(CC4)CCO. Drug 2: CNC(=O)C1=NC=CC(=C1)OC2=CC=C(C=C2)NC(=O)NC3=CC(=C(C=C3)Cl)C(F)(F)F. Cell line: M14. Synergy scores: CSS=6.41, Synergy_ZIP=-0.629, Synergy_Bliss=1.48, Synergy_Loewe=-15.9, Synergy_HSA=0.783. (3) Drug 1: C1C(C(OC1N2C=C(C(=O)NC2=O)F)CO)O. Drug 2: CCN(CC)CCCC(C)NC1=C2C=C(C=CC2=NC3=C1C=CC(=C3)Cl)OC. Cell line: SF-539. Synergy scores: CSS=43.2, Synergy_ZIP=-7.00, Synergy_Bliss=-3.30, Synergy_Loewe=-21.5, Synergy_HSA=1.66. (4) Drug 1: CC1OCC2C(O1)C(C(C(O2)OC3C4COC(=O)C4C(C5=CC6=C(C=C35)OCO6)C7=CC(=C(C(=C7)OC)O)OC)O)O. Drug 2: C1=CC=C(C=C1)NC(=O)CCCCCCC(=O)NO. Cell line: NCIH23. Synergy scores: CSS=56.5, Synergy_ZIP=-1.40, Synergy_Bliss=0.981, Synergy_Loewe=1.44, Synergy_HSA=4.92. (5) Drug 1: CC1OCC2C(O1)C(C(C(O2)OC3C4COC(=O)C4C(C5=CC6=C(C=C35)OCO6)C7=CC(=C(C(=C7)OC)O)OC)O)O. Drug 2: C1CCC(CC1)NC(=O)N(CCCl)N=O. Cell line: SF-295. Synergy scores: CSS=66.6, Synergy_ZIP=-5.18, Synergy_Bliss=-2.46, Synergy_Loewe=-2.58, Synergy_HSA=3.05.